This data is from Reaction yield outcomes from USPTO patents with 853,638 reactions. The task is: Predict the reaction yield, written as a fraction of the theoretical maximum amount of product (1.0 means a 100% yield; for example, 0.34 means a 34% yield). (1) The reactants are B(Br)(Br)Br.[Br:5][C:6]1[C:15]([CH3:16])=[CH:14][C:13]2[C:8](=[CH:9][CH:10]=[C:11]([O:17]C)[CH:12]=2)[C:7]=1[C:19]1[CH:24]=[CH:23][C:22]([Cl:25])=[CH:21][CH:20]=1.CO. The catalyst is C(Cl)Cl. The product is [Br:5][C:6]1[C:7]([C:19]2[CH:24]=[CH:23][C:22]([Cl:25])=[CH:21][CH:20]=2)=[C:8]2[C:13](=[CH:14][C:15]=1[CH3:16])[CH:12]=[C:11]([OH:17])[CH:10]=[CH:9]2. The yield is 0.910. (2) The yield is 0.890. The reactants are [NH:1]1[C:5]2[CH:6]=[CH:7][CH:8]=[CH:9][C:4]=2[CH2:3][S:2]1(=[O:11])=[O:10].[C:12](=O)([O-])[O-].[K+].[K+].IC. The product is [CH3:12][N:1]1[C:5]2[CH:6]=[CH:7][CH:8]=[CH:9][C:4]=2[CH2:3][S:2]1(=[O:10])=[O:11]. The catalyst is CN(C=O)C. (3) The reactants are [CH3:1][O:2][C:3]([C:5]1[C:10](Br)=[CH:9][N:8]2[CH:12]=[CH:13][N:14]=[C:7]2[CH:6]=1)=[O:4].[Cl:15][C:16]1[CH:21]=[C:20]([Cl:22])[CH:19]=[CH:18][C:17]=1B(O)O.C([O-])([O-])=O.[Na+].[Na+].CCOC(C)=O. The catalyst is COCCOC.C1C=CC([P]([Pd]([P](C2C=CC=CC=2)(C2C=CC=CC=2)C2C=CC=CC=2)([P](C2C=CC=CC=2)(C2C=CC=CC=2)C2C=CC=CC=2)[P](C2C=CC=CC=2)(C2C=CC=CC=2)C2C=CC=CC=2)(C2C=CC=CC=2)C2C=CC=CC=2)=CC=1. The product is [CH3:1][O:2][C:3]([C:5]1[C:10]([C:19]2[CH:18]=[CH:17][C:16]([Cl:15])=[CH:21][C:20]=2[Cl:22])=[CH:9][N:8]2[CH:12]=[CH:13][N:14]=[C:7]2[CH:6]=1)=[O:4]. The yield is 0.770.